This data is from PAMPA (Parallel Artificial Membrane Permeability Assay) permeability data from NCATS. The task is: Regression/Classification. Given a drug SMILES string, predict its absorption, distribution, metabolism, or excretion properties. Task type varies by dataset: regression for continuous measurements (e.g., permeability, clearance, half-life) or binary classification for categorical outcomes (e.g., BBB penetration, CYP inhibition). Dataset: pampa_ncats. The drug is C1CC2=C(C1)N(C3=C(C2=N)CCC3)CC4=CC=CC=C4.Cl. The result is 0 (low-to-moderate permeability).